Predict the product of the given reaction. From a dataset of Forward reaction prediction with 1.9M reactions from USPTO patents (1976-2016). (1) Given the reactants [Cl-].[CH:2]([S:4]([NH:7][CH2:8][CH2:9][NH3+:10])(=[O:6])=[O:5])=[CH2:3].C(N(CC)CC)C, predict the reaction product. The product is: [S:4]1(=[O:6])(=[O:5])[CH2:2][CH2:3][NH:10][CH2:9][CH2:8][NH:7]1. (2) Given the reactants [C:1]([O:5][C:6]([N:8]1[CH2:13][CH:12]([C:14]([NH:16][C@:17]2([C:22]([OH:24])=O)[CH2:19][C@H:18]2[CH:20]=[CH2:21])=[O:15])[C:11]2=[N:25][NH:26][CH:27]=[C:10]2[CH2:9]1)=[O:7])([CH3:4])([CH3:3])[CH3:2].C1N=CN(C(N2C=NC=C2)=O)C=1.[CH:40]1([S:43]([NH2:46])(=[O:45])=[O:44])[CH2:42][CH2:41]1.C1CCN2C(=NCCC2)CC1, predict the reaction product. The product is: [CH:40]1([S:43]([NH:46][C:22]([C@@:17]2([NH:16][C:14]([CH:12]3[CH2:13][N:8]([C:6]([O:5][C:1]([CH3:3])([CH3:4])[CH3:2])=[O:7])[CH2:9][C:10]4=[CH:27][NH:26][N:25]=[C:11]34)=[O:15])[CH2:19][C@H:18]2[CH:20]=[CH2:21])=[O:24])(=[O:45])=[O:44])[CH2:42][CH2:41]1. (3) Given the reactants [N+:1]([C:4]1[CH:9]=[CH:8][C:7]([C:10]2[CH:15]=[CH:14][C:13]([C:16](=[O:29])[CH2:17][CH:18]([C:24]([O:26][CH2:27][CH3:28])=[O:25])[C:19]([O:21][CH2:22][CH3:23])=[O:20])=[CH:12][CH:11]=2)=[CH:6][CH:5]=1)([O-])=O.Cl, predict the reaction product. The product is: [NH2:1][C:4]1[CH:5]=[CH:6][C:7]([C:10]2[CH:11]=[CH:12][C:13]([C:16](=[O:29])[CH2:17][CH:18]([C:24]([O:26][CH2:27][CH3:28])=[O:25])[C:19]([O:21][CH2:22][CH3:23])=[O:20])=[CH:14][CH:15]=2)=[CH:8][CH:9]=1. (4) Given the reactants Br[C:2]1[CH:3]=[N:4][CH:5]=[C:6]([O:8][CH3:9])[CH:7]=1.C([Sn](CCCC)(CCCC)[CH:15]=[CH:16][O:17][CH2:18][CH3:19])CCC, predict the reaction product. The product is: [CH2:18]([O:17][C:16]([C:2]1[CH:3]=[N:4][CH:5]=[C:6]([O:8][CH3:9])[CH:7]=1)=[CH2:15])[CH3:19]. (5) Given the reactants [CH3:1][O:2][C:3]1[CH:8]=[CH:7][C:6]([C:9]2[CH:14]=[CH:13][C:12]([C:15]([OH:17])=[O:16])=[C:11]([N+:18]([O-])=O)[CH:10]=2)=[CH:5][CH:4]=1, predict the reaction product. The product is: [NH2:18][C:11]1[CH:10]=[C:9]([C:6]2[CH:7]=[CH:8][C:3]([O:2][CH3:1])=[CH:4][CH:5]=2)[CH:14]=[CH:13][C:12]=1[C:15]([OH:17])=[O:16]. (6) Given the reactants [CH2:1]([O:3][C:4]([N:6]1[CH2:11][CH2:10][CH:9]([C:12]2[C:20]3[C:15](=[CH:16][CH:17]=[CH:18][CH:19]=3)[NH:14][CH:13]=2)[CH2:8][CH2:7]1)=[O:5])[CH3:2].Br[CH2:22][C:23]1[CH:27]=[CH:26][O:25][CH:24]=1, predict the reaction product. The product is: [CH2:1]([O:3][C:4]([N:6]1[CH2:11][CH2:10][CH:9]([C:12]2[C:20]3[C:15](=[CH:16][CH:17]=[CH:18][CH:19]=3)[N:14]([CH2:22][C:23]3[CH:27]=[CH:26][O:25][CH:24]=3)[CH:13]=2)[CH2:8][CH2:7]1)=[O:5])[CH3:2]. (7) Given the reactants [F:1][C:2]([F:43])([F:42])[C:3]1[CH:4]=[C:5]([C:13]([CH3:41])([CH3:40])[C:14]([N:16]([C:18]2[C:19]([C:32]3[CH:37]=[CH:36][C:35]([F:38])=[CH:34][C:33]=3[CH3:39])=[CH:20][C:21]([N:24]3[CH2:29][CH2:28][CH:27]([CH2:30]O)[CH2:26][CH2:25]3)=[N:22][CH:23]=2)[CH3:17])=[O:15])[CH:6]=[C:7]([C:9]([F:12])([F:11])[F:10])[CH:8]=1.[CH3:44][S:45](Cl)(=O)=O.C(N(CC)CC)C, predict the reaction product. The product is: [F:1][C:2]([F:43])([F:42])[C:3]1[CH:4]=[C:5]([C:13]([CH3:41])([CH3:40])[C:14]([N:16]([C:18]2[C:19]([C:32]3[CH:37]=[CH:36][C:35]([F:38])=[CH:34][C:33]=3[CH3:39])=[CH:20][C:21]([N:24]3[CH2:29][CH2:28][CH:27]([CH2:30][S:45][CH3:44])[CH2:26][CH2:25]3)=[N:22][CH:23]=2)[CH3:17])=[O:15])[CH:6]=[C:7]([C:9]([F:12])([F:11])[F:10])[CH:8]=1. (8) Given the reactants Br[C:2]1[N:3]([CH2:21][CH2:22][NH:23][C:24]([O:26][C:27]([CH3:30])([CH3:29])[CH3:28])=[O:25])[C:4]2[C:9]([C:10]=1[CH:11]1[CH2:16][CH2:15][CH2:14][CH2:13][CH2:12]1)=[CH:8][CH:7]=[C:6]([C:17]([O:19][CH3:20])=[O:18])[CH:5]=2.[C:31](=[O:34])([O-])O.[Na+], predict the reaction product. The product is: [C:27]([O:26][C:24]([NH:23][CH2:22][CH2:21][N:3]1[C:4]2[C:9](=[CH:8][CH:7]=[C:6]([C:17]([O:19][CH3:20])=[O:18])[CH:5]=2)[C:10]([CH:11]2[CH2:16][CH2:15][CH2:14][CH2:13][CH2:12]2)=[C:2]1[C:4]1[CH:9]=[CH:8][CH:7]=[CH:6][C:5]=1[CH:31]=[O:34])=[O:25])([CH3:30])([CH3:29])[CH3:28]. (9) Given the reactants [F:1][C:2]1[CH:3]=[CH:4][C:5]([O:31][CH3:32])=[C:6]([C:8]([CH3:30])([CH3:29])[CH2:9][C:10]([OH:28])([C:24]([F:27])([F:26])[F:25])[CH2:11][C:12]2[NH:13][C:14]3[CH:15]=[CH:16][CH:17]=[C:18]([C:21]([OH:23])=O)[C:19]=3[CH:20]=2)[CH:7]=1.C([N:35](CC)CC)C.CN(C(ON1N=NC2C=CC=CC1=2)=[N+](C)C)C.[B-](F)(F)(F)F.[OH-].[NH4+], predict the reaction product. The product is: [F:1][C:2]1[CH:3]=[CH:4][C:5]([O:31][CH3:32])=[C:6]([C:8]([CH3:29])([CH3:30])[CH2:9][C:10]([OH:28])([C:24]([F:27])([F:25])[F:26])[CH2:11][C:12]2[NH:13][C:14]3[CH:15]=[CH:16][CH:17]=[C:18]([C:21]([NH2:35])=[O:23])[C:19]=3[CH:20]=2)[CH:7]=1. (10) Given the reactants [NH2:1][C:2]1[C:21]([Br:22])=[CH:20][C:5]2[C:6]([C:16]([NH:18][CH3:19])=[O:17])=[C:7]([C:9]3[CH:10]=[N:11][C:12](F)=[CH:13][CH:14]=3)[O:8][C:4]=2[CH:3]=1.[F:23][C:24]1[CH:29]=[CH:28][C:27]([OH:30])=[CH:26][CH:25]=1.C([O-])([O-])=O.[K+].[K+], predict the reaction product. The product is: [NH2:1][C:2]1[C:21]([Br:22])=[CH:20][C:5]2[C:6]([C:16]([NH:18][CH3:19])=[O:17])=[C:7]([C:9]3[CH:10]=[N:11][C:12]([O:30][C:27]4[CH:28]=[CH:29][C:24]([F:23])=[CH:25][CH:26]=4)=[CH:13][CH:14]=3)[O:8][C:4]=2[CH:3]=1.